This data is from Forward reaction prediction with 1.9M reactions from USPTO patents (1976-2016). The task is: Predict the product of the given reaction. Given the reactants [OH:1][C:2]([C:18]1[CH:23]=[CH:22][CH:21]=[CH:20][CH:19]=1)([C:12]1[CH:17]=[CH:16][CH:15]=[CH:14][CH:13]=1)[CH2:3][C:4]([C:6]1[CH:11]=[CH:10][N:9]=[CH:8][CH:7]=1)=O.Cl.[NH2:25][OH:26].C([O-])(=O)C.[Na+].O, predict the reaction product. The product is: [OH:1][C:2]([C:18]1[CH:23]=[CH:22][CH:21]=[CH:20][CH:19]=1)([C:12]1[CH:17]=[CH:16][CH:15]=[CH:14][CH:13]=1)[CH2:3]/[C:4](/[C:6]1[CH:11]=[CH:10][N:9]=[CH:8][CH:7]=1)=[N:25]\[OH:26].